Task: Predict the product of the given reaction.. Dataset: Forward reaction prediction with 1.9M reactions from USPTO patents (1976-2016) (1) Given the reactants [CH3:1][C@@H:2]1[CH2:7][N:6](C(OC(C)(C)C)=O)[C@H:5]([CH2:15][NH:16][C:17]2[N:18]=[N:19][C:20]([C:23]([F:26])([F:25])[F:24])=[CH:21][CH:22]=2)[CH2:4][CH2:3]1.C(O)(C(F)(F)F)=O, predict the reaction product. The product is: [CH3:1][C@@H:2]1[CH2:7][NH:6][C@H:5]([CH2:15][NH:16][C:17]2[N:18]=[N:19][C:20]([C:23]([F:25])([F:24])[F:26])=[CH:21][CH:22]=2)[CH2:4][CH2:3]1. (2) Given the reactants [CH:1]([N:4]([CH2:8][CH2:9][CH:10]([C:17]1[CH:22]=[C:21]([CH3:23])[CH:20]=[CH:19][C:18]=1[O:24]S(C1C=CC(C)=CC=1)(=O)=O)[C:11]1[CH:16]=[CH:15][CH:14]=[CH:13][CH:12]=1)[CH:5]([CH3:7])[CH3:6])([CH3:3])[CH3:2].CC(C)([O-])C.[K+], predict the reaction product. The product is: [CH:1]([N:4]([CH2:8][CH2:9][CH:10]([C:17]1[CH:22]=[C:21]([CH3:23])[CH:20]=[CH:19][C:18]=1[OH:24])[C:11]1[CH:12]=[CH:13][CH:14]=[CH:15][CH:16]=1)[CH:5]([CH3:7])[CH3:6])([CH3:2])[CH3:3]. (3) Given the reactants [C:1]1([C:7]2[CH:12]=[CH:11][CH:10]=[CH:9][C:8]=2[OH:13])[CH:6]=[CH:5][CH:4]=[CH:3][CH:2]=1.C(N(CC)CC)C.Cl[P:22]1[O:26][C:25]([C:33]2[CH:38]=[CH:37][CH:36]=[CH:35][CH:34]=2)([C:27]2[CH:32]=[CH:31][CH:30]=[CH:29][CH:28]=2)[C:24]([C:45]2[CH:50]=[CH:49][CH:48]=[CH:47][CH:46]=2)([C:39]2[CH:44]=[CH:43][CH:42]=[CH:41][CH:40]=2)[O:23]1, predict the reaction product. The product is: [C:7]1([C:1]2[CH:2]=[CH:3][CH:4]=[CH:5][CH:6]=2)[CH:12]=[CH:11][CH:10]=[CH:9][C:8]=1[O:13][P:22]1[O:26][C:25]([C:33]2[CH:38]=[CH:37][CH:36]=[CH:35][CH:34]=2)([C:27]2[CH:28]=[CH:29][CH:30]=[CH:31][CH:32]=2)[C:24]([C:39]2[CH:40]=[CH:41][CH:42]=[CH:43][CH:44]=2)([C:45]2[CH:46]=[CH:47][CH:48]=[CH:49][CH:50]=2)[O:23]1. (4) Given the reactants [BH4-].[Na+].[C:3]1([CH:9]([C:27]2[CH:32]=[CH:31][CH:30]=[CH:29][CH:28]=2)[N:10]2[CH2:13][C:12]([CH2:15][NH:16][C:17]3[CH:26]=[CH:25][C:20]([C:21]([O:23][CH3:24])=[O:22])=[CH:19][CH:18]=3)([OH:14])[CH2:11]2)[CH:8]=[CH:7][CH:6]=[CH:5][CH:4]=1.S(=O)(=O)(O)O.C=O.[C:40](=O)([O-])O.[Na+], predict the reaction product. The product is: [C:27]1([CH:9]([C:3]2[CH:4]=[CH:5][CH:6]=[CH:7][CH:8]=2)[N:10]2[CH2:11][C:12]([CH2:15][N:16]([CH3:40])[C:17]3[CH:18]=[CH:19][C:20]([C:21]([O:23][CH3:24])=[O:22])=[CH:25][CH:26]=3)([OH:14])[CH2:13]2)[CH:32]=[CH:31][CH:30]=[CH:29][CH:28]=1. (5) Given the reactants [Cl:1][C:2]1[CH:3]=[C:4]([NH:9][C:10]([C:12]2[N:13]=[N:14][S:15][C:16]=2[CH2:17][O:18][Si:19]([CH:26]([CH3:28])[CH3:27])([CH:23]([CH3:25])[CH3:24])[CH:20]([CH3:22])[CH3:21])=O)[CH:5]=[CH:6][C:7]=1[F:8].COC1C=CC(P2(=S)SP(C3C=CC(OC)=CC=3)(=S)[S:38]2)=CC=1, predict the reaction product. The product is: [Cl:1][C:2]1[CH:3]=[C:4]([NH:9][C:10]([C:12]2[N:13]=[N:14][S:15][C:16]=2[CH2:17][O:18][Si:19]([CH:26]([CH3:28])[CH3:27])([CH:23]([CH3:25])[CH3:24])[CH:20]([CH3:22])[CH3:21])=[S:38])[CH:5]=[CH:6][C:7]=1[F:8]. (6) Given the reactants [NH2:1][C:2]1[C:3]([Br:12])=[CH:4][C:5]([Cl:11])=[C:6]([C:8](=[O:10])[CH3:9])[CH:7]=1.[BH4-].[Na+], predict the reaction product. The product is: [NH2:1][C:2]1[C:3]([Br:12])=[CH:4][C:5]([Cl:11])=[C:6]([CH:8]([OH:10])[CH3:9])[CH:7]=1.